From a dataset of Peptide-MHC class I binding affinity with 185,985 pairs from IEDB/IMGT. Regression. Given a peptide amino acid sequence and an MHC pseudo amino acid sequence, predict their binding affinity value. This is MHC class I binding data. (1) The peptide sequence is AVEGGLYPV. The MHC is HLA-B58:01 with pseudo-sequence HLA-B58:01. The binding affinity (normalized) is 0.213. (2) The peptide sequence is FILGIIITV. The MHC is H-2-Kb with pseudo-sequence H-2-Kb. The binding affinity (normalized) is 0.283. (3) The peptide sequence is ARWLASTPL. The MHC is HLA-B58:01 with pseudo-sequence HLA-B58:01. The binding affinity (normalized) is 0.0847. (4) The peptide sequence is LTHFNNNENV. The MHC is HLA-A02:01 with pseudo-sequence HLA-A02:01. The binding affinity (normalized) is 0.187. (5) The peptide sequence is SYNRSMTTI. The MHC is H-2-Kd with pseudo-sequence H-2-Kd. The binding affinity (normalized) is 0.954. (6) The peptide sequence is DETKKQVNLM. The MHC is HLA-B44:02 with pseudo-sequence HLA-B44:02. The binding affinity (normalized) is 0. (7) The peptide sequence is KHVQRIETW. The MHC is HLA-B58:01 with pseudo-sequence HLA-B58:01. The binding affinity (normalized) is 0.540. (8) The binding affinity (normalized) is 0.399. The MHC is HLA-A68:02 with pseudo-sequence HLA-A68:02. The peptide sequence is IVILFIMFM. (9) The peptide sequence is RRYTRRISL. The MHC is HLA-A68:02 with pseudo-sequence HLA-A68:02. The binding affinity (normalized) is 0.0847.